This data is from Full USPTO retrosynthesis dataset with 1.9M reactions from patents (1976-2016). The task is: Predict the reactants needed to synthesize the given product. (1) Given the product [OH:6][C:7]1[C:8]([O:17][CH3:18])=[C:9]([O:15][CH3:16])[CH:10]=[C:11]([O:13][CH3:14])[C:12]=1[C:19](=[O:20])[CH3:21], predict the reactants needed to synthesize it. The reactants are: [Al+3].[Cl-].[Cl-].[Cl-].C[O:6][C:7]1[CH:12]=[C:11]([O:13][CH3:14])[CH:10]=[C:9]([O:15][CH3:16])[C:8]=1[O:17][CH3:18].[C:19](Cl)([CH3:21])=[O:20].[Al]. (2) Given the product [C:1]([O:5][C:6]([NH:8][CH:9]1[CH2:10][N:11]([C:13]2[C:21]([C:22]#[N:23])=[CH:20][C:16]([C:17]([O:19][CH:26]([CH3:28])[CH3:27])=[O:18])=[C:15]([CH3:24])[N:14]=2)[CH2:12]1)=[O:7])([CH3:4])([CH3:3])[CH3:2], predict the reactants needed to synthesize it. The reactants are: [C:1]([O:5][C:6]([NH:8][CH:9]1[CH2:12][N:11]([C:13]2[C:21]([C:22]#[N:23])=[CH:20][C:16]([C:17]([OH:19])=[O:18])=[C:15]([CH3:24])[N:14]=2)[CH2:10]1)=[O:7])([CH3:4])([CH3:3])[CH3:2].I[CH:26]([CH3:28])[CH3:27].C(=O)([O-])[O-].[K+].[K+]. (3) Given the product [CH3:3][CH:2]([N:4]1[C:8]2[N:9]=[C:10]([C:18]3[CH:19]=[CH:20][C:21]([O:24][CH3:25])=[CH:22][CH:23]=3)[CH:11]=[C:12]([C:13]([OH:15])=[O:14])[C:7]=2[CH:6]=[N:5]1)[CH3:1], predict the reactants needed to synthesize it. The reactants are: [CH3:1][CH:2]([N:4]1[C:8]2[N:9]=[C:10]([C:18]3[CH:23]=[CH:22][C:21]([O:24][CH3:25])=[CH:20][CH:19]=3)[CH:11]=[C:12]([C:13]([O:15]CC)=[O:14])[C:7]=2[CH:6]=[N:5]1)[CH3:3].C(O)C.[OH-].[Na+]. (4) Given the product [NH2:16][C:13]1[CH:14]=[CH:15][C:10]([CH2:9][NH:8][C:6](=[O:7])[C:5]2[CH:19]=[CH:20][C:2]([OH:1])=[CH:3][CH:4]=2)=[CH:11][CH:12]=1, predict the reactants needed to synthesize it. The reactants are: [OH:1][C:2]1[CH:20]=[CH:19][C:5]([C:6]([NH:8][CH2:9][C:10]2[CH:15]=[CH:14][C:13]([N+:16]([O-])=O)=[CH:12][CH:11]=2)=[O:7])=[CH:4][CH:3]=1. (5) Given the product [Cl:1][C:2]1[CH:10]=[C:9]([F:11])[C:8]([F:12])=[CH:7][C:3]=1[C:4]([Cl:20])=[O:5], predict the reactants needed to synthesize it. The reactants are: [Cl:1][C:2]1[CH:10]=[C:9]([F:11])[C:8]([F:12])=[CH:7][C:3]=1[C:4](O)=[O:5].CN(C)C=O.S(Cl)([Cl:20])=O. (6) Given the product [CH2:30]([CH2:31][C:38](=[O:42])[CH2:39][CH:7]([Cl:44])[C:6]1[CH:9]=[CH:10][C:11]([N+:12]([O-:14])=[O:13])=[C:4]([N+:1]([O-:3])=[O:2])[CH:5]=1)[CH3:29], predict the reactants needed to synthesize it. The reactants are: [N+:1]([C:4]1[CH:5]=[C:6]([CH:9]=[CH:10][C:11]=1[N+:12]([O-:14])=[O:13])[CH:7]=O)([O-:3])=[O:2].C(OC1(O[Si](C)(C)C)CC1)C.[N+]([C:29]1[CH:30]=[C:31]([CH:38]2[O:42]C(=O)C[CH2:39]2)C=CC=1[N+]([O-])=O)([O-])=O.[Cl:44]CCl.